Dataset: Reaction yield outcomes from USPTO patents with 853,638 reactions. Task: Predict the reaction yield, written as a fraction of the theoretical maximum amount of product (1.0 means a 100% yield; for example, 0.34 means a 34% yield). The catalyst is C1C=CC([P]([Pd]([P](C2C=CC=CC=2)(C2C=CC=CC=2)C2C=CC=CC=2)([P](C2C=CC=CC=2)(C2C=CC=CC=2)C2C=CC=CC=2)[P](C2C=CC=CC=2)(C2C=CC=CC=2)C2C=CC=CC=2)(C2C=CC=CC=2)C2C=CC=CC=2)=CC=1. The product is [S:22]1[C:26]2[CH:27]=[CH:28][CH:29]=[CH:30][C:25]=2[N:24]=[C:23]1[C:2]1[C:11]([N:12]2[CH2:16][CH2:15][CH2:14][C@@H:13]2[CH3:17])=[N:10][C:9]2[C:4](=[CH:5][CH:6]=[C:7]([C:18]([O:20][CH3:21])=[O:19])[CH:8]=2)[N:3]=1. The yield is 0.200. The reactants are Cl[C:2]1[C:11]([N:12]2[CH2:16][CH2:15][CH2:14][C@@H:13]2[CH3:17])=[N:10][C:9]2[C:4](=[CH:5][CH:6]=[C:7]([C:18]([O:20][CH3:21])=[O:19])[CH:8]=2)[N:3]=1.[S:22]1[C:26]2[CH:27]=[CH:28][CH:29]=[CH:30][C:25]=2[N:24]=[CH:23]1.C([O-])(=O)C.[K+].